This data is from Reaction yield outcomes from USPTO patents with 853,638 reactions. The task is: Predict the reaction yield, written as a fraction of the theoretical maximum amount of product (1.0 means a 100% yield; for example, 0.34 means a 34% yield). The reactants are [CH:1]1[C:10]2[C:5](=[CH:6][CH:7]=[CH:8][CH:9]=2)[CH:4]=[C:3]([C:11]([NH:13][C:14]2[NH:18][C:17]3[CH:19]=[CH:20][C:21]([O:26][CH3:27])=[C:22]([C:23](O)=[O:24])[C:16]=3[N:15]=2)=[O:12])[N:2]=1.CN(C(ON1N=NC2C=CC=CC1=2)=[N+](C)C)C.F[P-](F)(F)(F)(F)F.CCN(C(C)C)C(C)C.Cl.[CH3:62][S:63]([C:66]1[CH:73]=[CH:72][C:69]([CH2:70][NH2:71])=[CH:68][CH:67]=1)(=[O:65])=[O:64]. The catalyst is CN(C=O)C.[Cl-].[Na+].O. The product is [CH3:62][S:63]([C:66]1[CH:73]=[CH:72][C:69]([CH2:70][NH:71][C:23]([C:22]2[C:16]3[NH:15][C:14]([NH:13][C:11]([C:3]4[N:2]=[CH:1][C:10]5[C:5]([CH:4]=4)=[CH:6][CH:7]=[CH:8][CH:9]=5)=[O:12])=[N:18][C:17]=3[CH:19]=[CH:20][C:21]=2[O:26][CH3:27])=[O:24])=[CH:68][CH:67]=1)(=[O:64])=[O:65]. The yield is 0.470.